Dataset: Full USPTO retrosynthesis dataset with 1.9M reactions from patents (1976-2016). Task: Predict the reactants needed to synthesize the given product. (1) Given the product [CH2:2]([P:12](=[O:19])([O:16][CH2:17][CH3:18])[O:13][CH2:14][CH3:15])[CH2:3][P:4](=[O:11])([O:8][CH2:9][CH3:10])[O:5][CH2:6][CH3:7], predict the reactants needed to synthesize it. The reactants are: Cl[CH2:2][CH2:3][P:4](=[O:11])([O:8][CH2:9][CH3:10])[O:5][CH2:6][CH3:7].[PH:12](=[O:19])([O:16][CH2:17][CH3:18])[O:13][CH2:14][CH3:15].[K]. (2) Given the product [CH2:11]([O:13][C:14]1[C:15]([OH:22])=[C:16]([C:17]2[NH:1][N:2]=[C:3]([C:5]3[CH:10]=[CH:9][CH:8]=[CH:7][N:6]=3)[N:4]=2)[CH:19]=[CH:20][CH:21]=1)[CH3:12], predict the reactants needed to synthesize it. The reactants are: [NH2:1][NH:2][C:3]([C:5]1[CH:10]=[CH:9][CH:8]=[CH:7][N:6]=1)=[NH:4].[CH2:11]([O:13][C:14]1[C:15]([OH:22])=[C:16]([CH:19]=[CH:20][CH:21]=1)[CH:17]=O)[CH3:12].